This data is from Forward reaction prediction with 1.9M reactions from USPTO patents (1976-2016). The task is: Predict the product of the given reaction. (1) Given the reactants Br[C:2]1[CH:3]=[C:4]([CH:21]=[C:22]([CH:24]([O:26][CH3:27])[CH3:25])[CH:23]=1)[CH2:5][O:6][C:7]1[CH:12]=[CH:11][CH:10]=[CH:9][C:8]=1[CH2:13][C:14]([O:16][C:17]([CH3:20])([CH3:19])[CH3:18])=[O:15].[B:28]1([B:28]2[O:32][C:31]([CH3:34])([CH3:33])[C:30]([CH3:36])([CH3:35])[O:29]2)[O:32][C:31]([CH3:34])([CH3:33])[C:30]([CH3:36])([CH3:35])[O:29]1.C([O-])(=O)C.[K+].C(Cl)Cl, predict the reaction product. The product is: [CH3:27][O:26][CH:24]([C:22]1[CH:21]=[C:4]([CH:3]=[C:2]([B:28]2[O:32][C:31]([CH3:34])([CH3:33])[C:30]([CH3:36])([CH3:35])[O:29]2)[CH:23]=1)[CH2:5][O:6][C:7]1[CH:12]=[CH:11][CH:10]=[CH:9][C:8]=1[CH2:13][C:14]([O:16][C:17]([CH3:20])([CH3:19])[CH3:18])=[O:15])[CH3:25]. (2) Given the reactants [Cl:1][C:2]1[C:7]([C:8]([F:11])([F:10])[F:9])=[CH:6][CH:5]=[C:4](Cl)[N:3]=1.[F:13][C:14]1([F:18])[CH2:17][NH:16][CH2:15]1.C(N(C(C)C)C(C)C)C.O, predict the reaction product. The product is: [Cl:1][C:2]1[C:7]([C:8]([F:11])([F:10])[F:9])=[CH:6][CH:5]=[C:4]([N:16]2[CH2:17][C:14]([F:18])([F:13])[CH2:15]2)[N:3]=1. (3) Given the reactants [OH:1][C:2]1[N:3]=[C:4]([C:8]2[CH:13]=[CH:12][C:11]([C:14]([O:16]C)=[O:15])=[CH:10][CH:9]=2)[S:5][C:6]=1[CH3:7].Br[CH2:19][CH2:20][O:21][CH2:22][CH2:23][O:24][CH3:25], predict the reaction product. The product is: [CH3:25][O:24][CH2:23][CH2:22][O:21][CH2:20][CH2:19][O:1][C:2]1[N:3]=[C:4]([C:8]2[CH:9]=[CH:10][C:11]([C:14]([OH:16])=[O:15])=[CH:12][CH:13]=2)[S:5][C:6]=1[CH3:7]. (4) Given the reactants O=[C:2]([CH3:15])[CH2:3][C:4]1[O:9][C:8](=[O:10])[C:7]2[CH:11]=[CH:12][CH:13]=[CH:14][C:6]=2[N:5]=1.[NH:16]([C:18]1[CH:23]=[CH:22][CH:21]=[CH:20][N:19]=1)[NH2:17], predict the reaction product. The product is: [CH3:15][C:2]1[CH:3]=[C:4]([NH:5][C:6]2[CH:14]=[CH:13][CH:12]=[CH:11][C:7]=2[C:8]([OH:9])=[O:10])[N:16]([C:18]2[CH:23]=[CH:22][CH:21]=[CH:20][N:19]=2)[N:17]=1. (5) Given the reactants [CH3:1][C:2]1([CH3:17])[CH2:7][CH2:6][CH2:5][CH2:4][CH:3]1[CH2:8][NH:9][C:10]1[CH:15]=[CH:14][CH:13]=[C:12]([F:16])[CH:11]=1.[H-].[Na+].[CH3:20]I.O, predict the reaction product. The product is: [CH3:1][C:2]1([CH3:17])[CH2:7][CH2:6][CH2:5][CH2:4][CH:3]1[CH2:8][N:9]([CH3:20])[C:10]1[CH:15]=[CH:14][CH:13]=[C:12]([F:16])[CH:11]=1.